This data is from Catalyst prediction with 721,799 reactions and 888 catalyst types from USPTO. The task is: Predict which catalyst facilitates the given reaction. (1) Reactant: Br[CH2:2][CH:3]1[O:8][C:7]2[CH:9]=[C:10]([S:13]([CH3:16])(=[O:15])=[O:14])[CH:11]=[CH:12][C:6]=2[CH2:5][O:4]1.[CH2:17]([NH2:19])[CH3:18]. Product: [CH3:16][S:13]([C:10]1[CH:11]=[CH:12][C:6]2[CH2:5][O:4][CH:3]([CH2:2][NH:19][CH2:17][CH3:18])[O:8][C:7]=2[CH:9]=1)(=[O:15])=[O:14]. The catalyst class is: 10. (2) Product: [CH:7]1([S:15]([C:9]2[CH:14]=[CH:13][CH:12]=[CH:11][CH:10]=2)(=[O:17])=[O:16])[CH2:6][CH2:5][CH2:4][CH:3]=[CH:2]1. Reactant: Br[C:2]1[CH2:7][CH2:6][CH2:5][CH2:4][CH:3]=1.[Na+].[C:9]1([S:15]([O-:17])=[O:16])[CH:14]=[CH:13][CH:12]=[CH:11][CH:10]=1. The catalyst class is: 3. (3) Reactant: Cl[C:2]1[CH:7]=[CH:6][N:5]=[CH:4][C:3]=1[CH:8]=[O:9].[OH:10][CH2:11][C:12]1[CH:13]=[N:14][CH:15]=[CH:16][CH:17]=1.C1(C)C=CC(S(O)(=O)=O)=CC=1. Product: [N:5]1[CH:6]=[CH:7][CH:2]=[C:3]([CH2:8][O:9][C:17]2[C:12]([CH:11]=[O:10])=[CH:13][N:14]=[CH:15][CH:16]=2)[CH:4]=1. The catalyst class is: 48. (4) Product: [NH2:12][CH2:11][C:2]1[CH:3]=[CH:4][C:5]2[C:10](=[CH:9][CH:8]=[CH:7][CH:6]=2)[N:1]=1. Reactant: [N:1]1[C:10]2[C:5](=[CH:6][CH:7]=[CH:8][CH:9]=2)[CH:4]=[CH:3][C:2]=1[C:11]#[N:12].N. The catalyst class is: 94. (5) Reactant: [Cl:1][C:2]1[C:7]([N:8]2[CH2:13][CH2:12][N:11]([CH:14]3[CH2:17][O:16][CH2:15]3)[CH:10]([CH2:18][F:19])[CH2:9]2)=[CH:6][C:5]([C:20]#[N:21])=[CH:4][C:3]=1[NH:22]C(=O)OC(C)(C)C.C(O)(C(F)(F)F)=O. Product: [NH2:22][C:3]1[CH:4]=[C:5]([CH:6]=[C:7]([N:8]2[CH2:13][CH2:12][N:11]([CH:14]3[CH2:17][O:16][CH2:15]3)[CH:10]([CH2:18][F:19])[CH2:9]2)[C:2]=1[Cl:1])[C:20]#[N:21]. The catalyst class is: 2. (6) Reactant: [CH3:1][N:2]1[C:7]2=[CH:8][N:9]([CH2:17][CH2:18][C:19](O)=[O:20])[C:10]([C:11]3[CH:16]=[CH:15][CH:14]=[CH:13][CH:12]=3)=[C:6]2[C:5](=[O:22])[N:4]([CH3:23])[C:3]1=[O:24].CCCP(=O)=O. Product: [CH3:1][N:2]1[C:7]2=[C:8]3[N:9]([C:10]([C:11]4[CH:12]=[CH:13][CH:14]=[CH:15][CH:16]=4)=[C:6]2[C:5](=[O:22])[N:4]([CH3:23])[C:3]1=[O:24])[CH2:17][CH2:18][C:19]3=[O:20]. The catalyst class is: 3. (7) Reactant: [CH3:1][O-:2].[Na+].[Br:4][C:5]1[C:10]([F:11])=[C:9](F)[CH:8]=[CH:7][C:6]=1[N+:13]([O-:15])=[O:14]. Product: [Br:4][C:5]1[C:10]([F:11])=[C:9]([O:2][CH3:1])[CH:8]=[CH:7][C:6]=1[N+:13]([O-:15])=[O:14]. The catalyst class is: 16. (8) The catalyst class is: 216. Reactant: [C:1]([O:5][C:6]([N:8]1[CH:12]=[CH:11][CH:10]=[C:9]1B(O)O)=[O:7])([CH3:4])([CH3:3])[CH3:2].C(=O)([O-])[O-].[Na+].[Na+].O.Br[C:24]1[CH:29]=[CH:28][C:27]([NH2:30])=[CH:26][C:25]=1[F:31]. Product: [NH2:30][C:27]1[CH:28]=[CH:29][C:24]([C:9]2[N:8]([C:6]([O:5][C:1]([CH3:4])([CH3:3])[CH3:2])=[O:7])[CH:12]=[CH:11][CH:10]=2)=[C:25]([F:31])[CH:26]=1. (9) Reactant: Br[CH:2]([CH3:6])[C:3](=O)[CH3:4].[C:7]([NH:10][C:11]([NH2:13])=[NH:12])(=[O:9])[CH3:8]. Product: [CH3:4][C:3]1[N:12]=[C:11]([NH:10][C:7](=[O:9])[CH3:8])[NH:13][C:2]=1[CH3:6]. The catalyst class is: 3. (10) Reactant: [H-].[Na+].[CH3:3][O:4][C:5]1[CH:19]=[CH:18][C:8]([CH2:9][NH:10][C:11](=[O:17])[O:12][C:13]([CH3:16])([CH3:15])[CH3:14])=[CH:7][CH:6]=1.[CH:20]([P:23](=[O:29])([CH:26]([CH3:28])[CH3:27])[CH:24]=[CH2:25])([CH3:22])[CH3:21]. Product: [CH:20]([P:23]([CH2:24][CH2:25][N:10]([CH2:9][C:8]1[CH:18]=[CH:19][C:5]([O:4][CH3:3])=[CH:6][CH:7]=1)[C:11](=[O:17])[O:12][C:13]([CH3:16])([CH3:14])[CH3:15])([CH:26]([CH3:28])[CH3:27])=[O:29])([CH3:22])[CH3:21]. The catalyst class is: 1.